Task: Predict the reaction yield, written as a fraction of the theoretical maximum amount of product (1.0 means a 100% yield; for example, 0.34 means a 34% yield).. Dataset: Reaction yield outcomes from USPTO patents with 853,638 reactions (1) The reactants are [CH2:1]([S:7]([OH:10])(=[O:9])=[O:8])[CH2:2][S:3]([OH:6])(=[O:5])=[O:4].[Ag:11]=O. The catalyst is O1CCOCC1.C(#N)C. The product is [CH2:1]([S:7]([O-:10])(=[O:9])=[O:8])[CH2:2][S:3]([O-:6])(=[O:5])=[O:4].[Ag+:11].[Ag+:11]. The yield is 0.620. (2) The catalyst is O1CCOCC1. The yield is 0.140. The reactants are [CH2:1]([C@H:3]1[C@@H:7]([C:8]2[N:12]3[C:13]4[CH:19]=[CH:18][N:17](S(C5C=CC(C)=CC=5)(=O)=O)[C:14]=4[N:15]=[CH:16][C:11]3=[N:10][N:9]=2)[CH2:6][N:5]([C:30]([NH:32][CH2:33][C:34]([F:37])([F:36])[F:35])=[O:31])[CH2:4]1)[CH3:2].[OH-].[Na+]. The product is [CH2:1]([C@H:3]1[C@@H:7]([C:8]2[N:12]3[C:13]4[CH:19]=[CH:18][NH:17][C:14]=4[N:15]=[CH:16][C:11]3=[N:10][N:9]=2)[CH2:6][N:5]([C:30]([NH:32][CH2:33][C:34]([F:37])([F:36])[F:35])=[O:31])[CH2:4]1)[CH3:2].